The task is: Regression. Given a peptide amino acid sequence and an MHC pseudo amino acid sequence, predict their binding affinity value. This is MHC class I binding data.. This data is from Peptide-MHC class I binding affinity with 185,985 pairs from IEDB/IMGT. (1) The peptide sequence is LYAYWYHLY. The MHC is HLA-A29:02 with pseudo-sequence HLA-A29:02. The binding affinity (normalized) is 1.00. (2) The MHC is HLA-A11:01 with pseudo-sequence HLA-A11:01. The peptide sequence is SADNHPKMIK. The binding affinity (normalized) is 0.934.